From a dataset of Reaction yield outcomes from USPTO patents with 853,638 reactions. Predict the reaction yield, written as a fraction of the theoretical maximum amount of product (1.0 means a 100% yield; for example, 0.34 means a 34% yield). (1) The reactants are C([C@H](CCCCCC)C(O)=O)CC.[C:14]1([CH:20]([NH2:22])[CH3:21])[CH:19]=[CH:18][CH:17]=[CH:16][CH:15]=1. The catalyst is C(#N)C. The product is [C:14]1([C@H:20]([NH2:22])[CH3:21])[CH:19]=[CH:18][CH:17]=[CH:16][CH:15]=1. The yield is 0.880. (2) The reactants are C[O:2][C:3](=[O:19])[CH:4]([C:11]1[CH:16]=[CH:15][C:14]([C:17]#[N:18])=[CH:13][CH:12]=1)[CH2:5][CH:6]1[CH2:10][CH2:9][CH2:8][CH2:7]1.[OH-].[Li+].Cl. The catalyst is O1CCCC1.O.CO. The yield is 0.586. The product is [C:17]([C:14]1[CH:13]=[CH:12][C:11]([CH:4]([CH2:5][CH:6]2[CH2:10][CH2:9][CH2:8][CH2:7]2)[C:3]([OH:19])=[O:2])=[CH:16][CH:15]=1)#[N:18]. (3) The reactants are [NH2:1][C:2]1[C:7]([NH:8][CH:9]2[CH2:14][CH2:13][N:12]([C:15]([O:17][C:18]([CH3:21])([CH3:20])[CH3:19])=[O:16])[CH2:11][CH2:10]2)=[CH:6][CH:5]=[CH:4][N:3]=1.[C:22](C1NC=CN=1)(C1NC=CN=1)=[O:23].C(OC(C)C)(=O)C. The catalyst is C(#N)C. The product is [O:23]=[C:22]1[NH:1][C:2]2=[N:3][CH:4]=[CH:5][CH:6]=[C:7]2[N:8]1[CH:9]1[CH2:10][CH2:11][N:12]([C:15]([O:17][C:18]([CH3:21])([CH3:20])[CH3:19])=[O:16])[CH2:13][CH2:14]1. The yield is 0.840. (4) The reactants are [Cl:1]/[CH:2]=[CH:3]/Cl.[C:5]([Si:9]([O:12][C:13]([CH3:22])([CH2:15][CH2:16][CH2:17][CH:18](C)[CH:19]=C)[CH3:14])([CH3:11])[CH3:10])([CH3:8])([CH3:7])[CH3:6]. The catalyst is C1C=CC=CC=1. The product is [C:5]([Si:9]([O:12][C:13]([CH3:22])([CH2:15][CH2:16][CH2:17][CH:18]([CH3:19])/[CH:3]=[CH:2]/[Cl:1])[CH3:14])([CH3:10])[CH3:11])([CH3:7])([CH3:8])[CH3:6]. The yield is 0.940. (5) The reactants are [C:1]1([C:11]2[CH:25]=[C:14]3[NH:15][CH:16]=[C:17]([C:20]([O:22]CC)=[O:21])[C:18](=[O:19])[N:13]3[N:12]=2)[C:10]2[C:5](=[CH:6][CH:7]=[CH:8][CH:9]=2)[CH:4]=[CH:3][CH:2]=1.C(O)C.[Cl-].[NH4+]. The catalyst is [OH-].[Na+].O. The product is [C:1]1([C:11]2[CH:25]=[C:14]3[NH:15][CH:16]=[C:17]([C:20]([OH:22])=[O:21])[C:18](=[O:19])[N:13]3[N:12]=2)[C:10]2[C:5](=[CH:6][CH:7]=[CH:8][CH:9]=2)[CH:4]=[CH:3][CH:2]=1. The yield is 0.970. (6) The reactants are [CH3:1][C:2]1O[C:4]([CH3:12])=[CH:5][C:6](=[O:11])[C:7]=1[C:8]([OH:10])=[O:9].[NH3:13]. The catalyst is Cl. The product is [CH3:1][C:2]1[N:13]=[C:4]([CH3:12])[CH:5]=[C:6]([OH:11])[C:7]=1[C:8]([OH:10])=[O:9]. The yield is 0.690. (7) The product is [CH:46]([OH:47])=[O:66].[CH:59]12[N:62]([CH2:46][CH2:45][O:44][C:43]3[CH:42]=[C:41]([N:7]4[C:8]([NH:10][C:11]([NH:13][C@@H:14]5[C:23]6[C:18](=[CH:19][CH:20]=[CH:21][CH:22]=6)[C@H:17]([O:24][C:25]6[CH:26]=[CH:27][C:28]7[N:29]([C:31]([N:34]8[CH2:39][CH2:38][CH2:37][CH2:36][C@@H:35]8[CH3:40])=[N:32][N:33]=7)[CH:30]=6)[CH2:16][CH2:15]5)=[O:12])=[CH:9][C:5]([C:1]([CH3:4])([CH3:2])[CH3:3])=[N:6]4)[CH:54]=[CH:53][CH:52]=3)[CH:55]([CH2:61][CH2:60]1)[CH2:56][CH2:57][CH2:58]2. The yield is 0.620. The reactants are [C:1]([C:5]1[CH:9]=[C:8]([NH:10][C:11]([NH:13][C@@H:14]2[C:23]3[C:18](=[CH:19][CH:20]=[CH:21][CH:22]=3)[C@H:17]([O:24][C:25]3[CH:26]=[CH:27][C:28]4[N:29]([C:31]([N:34]5[CH2:39][CH2:38][CH2:37][CH2:36][C@@H:35]5[CH3:40])=[N:32][N:33]=4)[CH:30]=3)[CH2:16][CH2:15]2)=[O:12])[N:7]([C:41]2[CH:42]=[C:43]([CH:52]=[CH:53][CH:54]=2)[O:44][CH2:45][CH2:46][O:47]S(C)(=O)=O)[N:6]=1)([CH3:4])([CH3:3])[CH3:2].[CH:55]12[NH:62][CH:59]([CH2:60][CH2:61]1)[CH2:58][CH2:57][CH2:56]2.C1C[O:66]CC1. No catalyst specified. (8) The reactants are [OH:1][CH2:2][C:3]1[N:8]=[C:7]([C:9]([O:11][CH3:12])=[O:10])[CH:6]=[CH:5][CH:4]=1. The catalyst is ClCCl.[O-2].[O-2].[Mn+4]. The product is [CH:2]([C:3]1[N:8]=[C:7]([C:9]([O:11][CH3:12])=[O:10])[CH:6]=[CH:5][CH:4]=1)=[O:1]. The yield is 0.870. (9) The reactants are [F:1][C:2]1[CH:12]=[CH:11][C:5]2[NH:6][C:7](=[O:10])[CH2:8][O:9][C:4]=2[CH:3]=1.[N+:13]([O-])([OH:15])=[O:14]. The catalyst is OS(O)(=O)=O. The product is [F:1][C:2]1[C:12]([N+:13]([O-:15])=[O:14])=[CH:11][C:5]2[NH:6][C:7](=[O:10])[CH2:8][O:9][C:4]=2[CH:3]=1. The yield is 0.920.